This data is from Human Reference Interactome with 51,813 positive PPI pairs across 8,248 proteins, plus equal number of experimentally-validated negative pairs. The task is: Binary Classification. Given two protein amino acid sequences, predict whether they physically interact or not. Protein 2 (ENSG00000171858) has sequence MQNDAGEFVDLYVPRKCSASNRIIGAKDHASIQMNVAEVDKVTGRFNGQFKTYAICGAIRRMGESDDSILRLAKADGIVSKNF*MQNDAGEFVDLYVPRKCSASNRIIGAKDHASIQMNVAEVSWEPGRREGCDICAGKAGCPIVEEPLG*MQNDAGEFVDLYVPRKCSASNRIIGAKDHASIQMNVAEVDKVTGRFNGQFKTYAICGAIRRMVSVSLGFAHHFGTSWTLPCALECVMVPE*MQNDAGEFVDLYVPRKCSASNRIIGAKDHASIQMNVAEVDKVTGRFNGQFKTYAICGA.... Result: 0 (the proteins do not interact). Protein 1 (ENSG00000099956) has sequence MMMMALSKTFGQKPVKFQLEDDGEFYMIGSEVGNYLRMFRGSLYKRYPSLWRRLATVEERKKIVASSHGKKTKPNTKDHGYTTLATSVTLLKASEVEEILDGNDEKYKAVSISTEPPTYLSFDDHDPAVIHENASQPEVLVPIRLDMEIDGQKLRDAFTWNMNEKLMTPEMFSEILCDDLDLNPLTFVPAIASAIRQQIESYPTDSILEDQSDQRVIIKLNIHVGNISLVDQFEWDMSEKENSPEKFALKLCSELGLGGEFVTTIAYSIRGQLSWHQKTYAFSENPLPTVEIAIRNTGDA....